From a dataset of Peptide-MHC class I binding affinity with 185,985 pairs from IEDB/IMGT. Regression. Given a peptide amino acid sequence and an MHC pseudo amino acid sequence, predict their binding affinity value. This is MHC class I binding data. (1) The peptide sequence is STFDLAILL. The MHC is Mamu-A01 with pseudo-sequence Mamu-A01. The binding affinity (normalized) is 0.751. (2) The peptide sequence is NMRDLIVTFR. The MHC is HLA-A68:01 with pseudo-sequence HLA-A68:01. The binding affinity (normalized) is 0.774.